From a dataset of Catalyst prediction with 721,799 reactions and 888 catalyst types from USPTO. Predict which catalyst facilitates the given reaction. (1) Reactant: [F:1][C:2]1[CH:3]=[C:4]([OH:12])[C:5](=[CH:10][CH:11]=1)[C:6]([O:8][CH3:9])=[O:7].[CH3:13][N:14]([CH3:18])[C:15](Cl)=[S:16].N12CCN(CC1)CC2.C(OCC)(=O)C. Product: [CH3:13][N:14]([CH3:18])[C:15]([O:12][C:4]1[CH:3]=[C:2]([F:1])[CH:11]=[CH:10][C:5]=1[C:6]([O:8][CH3:9])=[O:7])=[S:16]. The catalyst class is: 18. (2) Reactant: [Br:1][C:2]1[C:3]([F:9])=[C:4]([CH:6]=[CH:7][CH:8]=1)[NH2:5].N1C=CC=CC=1.[F:16][CH2:17][CH2:18][CH2:19][S:20](Cl)(=[O:22])=[O:21].O. Product: [Br:1][C:2]1[C:3]([F:9])=[C:4]([NH:5][S:20]([CH2:19][CH2:18][CH2:17][F:16])(=[O:22])=[O:21])[CH:6]=[CH:7][CH:8]=1. The catalyst class is: 154. (3) Reactant: O.O.[Sn](Cl)Cl.Cl.[C:7]([C:11]1[CH:12]=[C:13]([CH:29]=[CH:30][CH:31]=1)[O:14][C:15]1[C:20]([C:21]([F:24])([F:23])[F:22])=[CH:19][C:18]([N+:25]([O-])=O)=[C:17]([CH3:28])[CH:16]=1)([CH3:10])([CH3:9])[CH3:8]. Product: [C:7]([C:11]1[CH:12]=[C:13]([CH:29]=[CH:30][CH:31]=1)[O:14][C:15]1[C:20]([C:21]([F:24])([F:22])[F:23])=[CH:19][C:18]([NH2:25])=[C:17]([CH3:28])[CH:16]=1)([CH3:10])([CH3:8])[CH3:9]. The catalyst class is: 5. (4) The catalyst class is: 223. Product: [F:1][C:2]1[CH:8]=[CH:7][C:5]([NH:6][NH2:17])=[CH:4][C:3]=1[C:9]([F:10])([F:11])[F:12]. Reactant: [F:1][C:2]1[CH:8]=[CH:7][C:5]([NH2:6])=[CH:4][C:3]=1[C:9]([F:12])([F:11])[F:10].C(O)(=O)C.[N:17]([O-])=O.[Na+]. (5) The catalyst class is: 1. Reactant: [F:1][C:2]1[CH:7]=[CH:6][C:5]([C:8]2[CH:13]=[CH:12][C:11]([CH2:14][N:15]3[CH2:19][C:18]4([CH2:28][CH2:27][C:22]5(OCC[O:23]5)[CH2:21][CH2:20]4)[O:17][C:16]3=[O:29])=[CH:10][CH:9]=2)=[CH:4][CH:3]=1.Cl. Product: [F:1][C:2]1[CH:7]=[CH:6][C:5]([C:8]2[CH:9]=[CH:10][C:11]([CH2:14][N:15]3[CH2:19][C:18]4([CH2:20][CH2:21][C:22](=[O:23])[CH2:27][CH2:28]4)[O:17][C:16]3=[O:29])=[CH:12][CH:13]=2)=[CH:4][CH:3]=1. (6) The catalyst class is: 18. Product: [C:37]([C:21]1[C:22]2[NH:23][C:24]3[C:29]([C:30]=2[C:18]([C:14]2[C:13]([CH3:40])=[C:12]([NH:11][C:9](=[O:10])[O:8][CH2:1][C:2]4[CH:7]=[CH:6][CH:5]=[CH:4][CH:3]=4)[CH:17]=[CH:16][CH:15]=2)=[CH:19][N:20]=1)=[CH:28][C:27]([N:31]1[CH2:36][CH2:35][O:34][CH2:33][CH2:32]1)=[CH:26][CH:25]=3)(=[O:39])[NH2:50]. Reactant: [CH2:1]([O:8][C:9]([NH:11][C:12]1[C:13]([CH3:40])=[C:14]([C:18]2[C:30]3[C:29]4[C:24](=[CH:25][CH:26]=[C:27]([N:31]5[CH2:36][CH2:35][O:34][CH2:33][CH2:32]5)[CH:28]=4)[NH:23][C:22]=3[C:21]([C:37]([OH:39])=O)=[N:20][CH:19]=2)[CH:15]=[CH:16][CH:17]=1)=[O:10])[C:2]1[CH:7]=[CH:6][CH:5]=[CH:4][CH:3]=1.[Cl-].[NH4+].F[P-](F)(F)(F)(F)F.[N:50]1(O[P+](N(C)C)(N(C)C)N(C)C)C2C=CC=CC=2N=N1.CCN(C(C)C)C(C)C.CN1CCOCC1. (7) Reactant: C(O[BH-](OC(=O)C)OC(=O)C)(=O)C.[Na+].[F:15][C:16]([F:27])([F:26])[O:17][C:18]1[CH:25]=[CH:24][C:21]([CH:22]=O)=[CH:20][CH:19]=1.[OH:28][CH:29]1[CH2:34][CH2:33][NH:32][CH2:31][CH2:30]1.C(=O)(O)[O-].[Na+]. Product: [F:15][C:16]([F:27])([F:26])[O:17][C:18]1[CH:25]=[CH:24][C:21]([CH2:22][N:32]2[CH2:33][CH2:34][CH:29]([OH:28])[CH2:30][CH2:31]2)=[CH:20][CH:19]=1. The catalyst class is: 10. (8) Reactant: [C:1]([O:4][C@H:5]1[CH2:22][CH2:21][C@@:20]2([CH3:23])[C@@H:7]([CH2:8][CH2:9][C@:10]3([CH3:35])[C@@H:19]2[CH2:18][CH2:17][C@H:16]2[C@@:11]3([CH3:34])[CH2:12][CH2:13][C@@:14]3([CH2:31][CH2:32][NH2:33])[CH2:26][C:25](=[O:27])[C:24]([CH:28]([CH3:30])[CH3:29])=[C:15]32)[C:6]1([CH3:37])[CH3:36])(=[O:3])[CH3:2].[O:38](C(OC(C)(C)C)=O)[C:39]([O:41][C:42]([CH3:45])([CH3:44])[CH3:43])=O. Product: [C:1]([O:4][C@H:5]1[CH2:22][CH2:21][C@@:20]2([CH3:23])[C@@H:7]([CH2:8][CH2:9][C@:10]3([CH3:35])[C@@H:19]2[CH2:18][CH2:17][C@H:16]2[C@@:11]3([CH3:34])[CH2:12][CH2:13][C@@:14]3([CH2:31][CH2:32][NH:33][C:39]([O:41][C:42]([CH3:45])([CH3:44])[CH3:43])=[O:38])[CH2:26][C:25](=[O:27])[C:24]([CH:28]([CH3:30])[CH3:29])=[C:15]32)[C:6]1([CH3:36])[CH3:37])(=[O:3])[CH3:2]. The catalyst class is: 4.